The task is: Binary Classification. Given a miRNA mature sequence and a target amino acid sequence, predict their likelihood of interaction.. This data is from Experimentally validated miRNA-target interactions with 360,000+ pairs, plus equal number of negative samples. (1) The miRNA is mmu-miR-322-5p with sequence CAGCAGCAAUUCAUGUUUUGGA. The protein sequence of the target gene is MTVGKSSKMLQHIDYRMRCILQDGRIFIGTFKAFDKHMNLILCDCDEFRKIKPKNSKQAEREEKRVLGLVLLRGENLVSMTVEGPPPKDTGIARVPLAGAAGGPGIGRAAGRGIPAGVPMPQAPAGLAGPVRGVGGPSQQVMTPQGRGTVAAAAAAATASIAGAPTQYPPGRGGPPPPMGRGAPPPGMMGPPPGMRPPMGPPMGIPPGRGTPMGMPPPGMRPPPPGMRGPPPPGMRPPRP. Result: 0 (no interaction). (2) The miRNA is mmu-miR-136-5p with sequence ACUCCAUUUGUUUUGAUGAUGG. Result: 1 (interaction). The protein sequence of the target gene is MALLRGVFIVAAKRTPFGAYGGLLKDFSATDLTEFAARAALSAGKVPPETIDSVIVGNVMQSSSDAAYLARHVGLRVGVPTETGALTLNRLCGSGFQSIVSGCQEICSKDAEVVLCGGTESMSQSPYCVRNVRFGTKFGLDLKLEDTLWAGLTDQHVKLPMGMTAENLAAKYNISREDCDRYALQSQQRWKAANEAGYFNEEMAPIEVKTKKGKQTMQVDEHARPQTTLEQLQKLPSVFKKDGTVTAGNASGVSDGAGAVIIASEDAVKKHNFTPLARVVGYFVSGCDPTIMGIGPVPAI.... (3) The miRNA is hsa-miR-572 with sequence GUCCGCUCGGCGGUGGCCCA. The protein sequence of the target gene is MECRDMELADDYQSPFDFDSGVNKNYLYLSPSGNTSPPGSPTQNVGLLKTEPVAEEGEDAVTMLSAPEALTEEEQEELRRELTKVEEEIQTLSQVLAAKEKHLAELKRKLGISSLQEFKQNIAKGWQDVTATNAYKKTSETLSQAGQKASAAFSSVGSVITKKLEDVKNSPTFKSFEEKVENLKSKVGGAKPAGGDFGEVLNSTANATSTMTTEPPPEQMTESP. Result: 0 (no interaction). (4) The miRNA is hsa-miR-4770 with sequence UGAGAUGACACUGUAGCU. The protein sequence of the target gene is MPGRAPLRTVPGALGAWLLGGLWAWTLCGLCSLGAVGAPRPCQAPQQWEGRQVMYQQSSGRNSRALLSYDGLNQRVRVLDERKALIPCKRLFEYILLYKDGVMFQIDQATKQCSKMTLTQPWDPLDIPQNSTFEDQYSIGGPQEQITVQEWSDRKSARSYETWIGIYTVKDCYPVQETFTINYSVILSTRFFDIQLGIKDPSVFTPPSTCQMAQLEKMSEDCSW. Result: 0 (no interaction). (5) The miRNA is hsa-miR-6765-3p with sequence UCACCUGGCUGGCCCGCCCAG. The protein sequence of the target gene is MGLLDPSQKEVLRFAVNCRILTLVLQALFNLIIPDHHADAFCPPRLAPSGSADQLVEGLLGGLSRWDAEHFLFIAEHGYLYEHNFAFFPGFPLALLMGTELLRPLQGLLSQRSCLLVSVALLNLLFSVLAAVALHDLGCLVLHCPRQALCAALLFCISPANVFLAAGYSEALFAFLTFSAMGQLERGRGWASGLLFALAAGVRSNGLVSLGFLLHSQCRGFCSSLAVLSPWKPLVKLMASVCLSVLIVSLPFALFQYRAYIQFCSPGSAPSIPEPLLQLAADKGYRLAGENAPPWCSWDL.... Result: 0 (no interaction). (6) The miRNA is hsa-miR-3925-3p with sequence ACUCCAGUUUUAGUUCUCUUG. The protein sequence of the target gene is MAAAGPSTRASSAAAAAALSRRGRRGRCDEMAAAKAGAPGPASSPALLVLRSAPRPEESGCTGCLETPGEVAALPCSHSRCRGCASRAAGPGCRRCRPRGSGWARRRARDDGQAAAELMGERARRGQPEPCRPRRDGGAAASGPRPEPEPLAEPEFIFRTPIKLSKPGELSEEYGCLRKLRGEKLQEEKDCDDQIHKLLQEDSEMGKRKADEQKKRDEAVVLKTSLEQCPARLSDSENEEPSRGQMMQTHRSAFVSKNSSCSLAFLAGKLNTKVQRSQSCSDTVQDRVRSRLRTAPPNRA.... Result: 0 (no interaction). (7) The miRNA is hsa-miR-5192 with sequence AGGAGAGUGGAUUCCAGGUGGU. The protein sequence of the target gene is MPCCSHRRCREDPGTSESQEMDPVAFDDVAVNFTQEEWALLDISQRKLYKEVMLETFRNLTSVGKSWKDQNIEYEYQNPRRNFRSLIEKKVNEIKDDSHCGETFTQVPDDRLNFQEKKASPEIKSCDSFVCGEVGLGNSSFNMNIRGDIGHKAYEYQEYGPKPCKCQQPKKAFRYHPSFRTPQRDHTGEKPYACKECGKTFISHSSIQRHVVMHSGDGPYKCKFCGKAFHCLSLYLIHERIHTGEKPYECKQCGKSFSYSATLRIHERTHTGEKPYECQQCGKAFHSPRCYRRHERIHTG.... Result: 1 (interaction). (8) The miRNA is gga-miR-456-3p with sequence CAGGCUGGUUAGAUGGUUGUCA. The protein sequence of the target gene is MSPEEWTYLVVLLISIPIGFLFKKAGPGLKRWGAAAVGLGLTLFTCGPHTLHSLVTILGTWALIQAQPCSCHALALAWTFSYLLFFRALSLLGLPTPTPFTNAVQLLLTLKLVSLASEVQDLHLAQRKEMASGFSKGPTLGLLPDVPSLMETLSYSYCYVGIMTGPFFRYRTYLDWLEQPFPGAVPSLRPLLRRAWPAPLFGLLFLLSSHLFPLEAVREDAFYARPLPARLFYMIPVFFAFRMRFYVAWIAAECGCIAAGFGAYPVAAKARAGGGPTLQCPPPSSPEKAASLEYDYETIR.... Result: 0 (no interaction). (9) The miRNA is hsa-miR-361-3p with sequence UCCCCCAGGUGUGAUUCUGAUUU. The protein sequence of the target gene is MALCYGTFWGYPKMLEAANLMEGLVDIGPWVTLPRGQPEVLEWGLPKDQDSVAFEDVAVNFTHEEWALLGPSQKNLYRDVMRETIRNLNCIGMKWENQNIDDQHQNLRRNPRCDVVERFGKSKDGSQCGETLSQIRNSIVNKNTPARVDACGSSVNGEVIMGHSSLNCYIRVDTGHKHRECHEYAEKSYTHKQCGKGLSYRHSFQTCERPHTGKKPYDCKECGKTFSSPGNLRRHMVVKGGDGPYKCELCGKAFFWPSLLRMHERTHTGEKPYECKQCSKAFPVYSSYLRHEKIHTGEKP.... Result: 0 (no interaction).